This data is from Forward reaction prediction with 1.9M reactions from USPTO patents (1976-2016). The task is: Predict the product of the given reaction. (1) Given the reactants C([Mg]Cl)(C)C.Br[C:7]1[CH:12]=[CH:11][CH:10]=[CH:9][C:8]=1[F:13].[O:14]=[C:15]1[CH2:18][N:17]([C:19]([O:21][C:22]([CH3:25])([CH3:24])[CH3:23])=[O:20])[CH2:16]1.[Cl-].[NH4+], predict the reaction product. The product is: [F:13][C:8]1[CH:9]=[CH:10][CH:11]=[CH:12][C:7]=1[C:15]1([OH:14])[CH2:16][N:17]([C:19]([O:21][C:22]([CH3:24])([CH3:23])[CH3:25])=[O:20])[CH2:18]1. (2) Given the reactants [C:1]([NH:4][S:5]([C:8]1[CH:13]=[CH:12][CH:11]=[CH:10][C:9]=1[C:14]1[CH:19]=[CH:18][C:17]([CH2:20][N:21]2[C:25]([CH2:26][CH2:27][CH3:28])=[CH:24][C:23](C(O)=O)=[N:22]2)=[CH:16][CH:15]=1)(=[O:7])=[O:6])(=[O:3])[CH3:2].CN([C:35]([O:39]N1N=NC2C=CC=NC1=2)=[N+](C)C)C.F[P-](F)(F)(F)(F)F.CCN(C(C)C)C(C)C.CN(C=O)C.[NH2:70][C@H:71]([CH2:77][C:78]1[CH:83]=[CH:82][CH:81]=[CH:80][CH:79]=1)[C@@H:72]([OH:76])[C:73]([OH:75])=[O:74], predict the reaction product. The product is: [C:1]([NH:4][S:5]([C:8]1[CH:13]=[CH:12][CH:11]=[CH:10][C:9]=1[C:14]1[CH:19]=[CH:18][C:17]([CH2:20][N:21]2[C:25]([CH2:26][CH2:27][CH3:28])=[CH:24][C:23]([C:35]([NH:70][C@H:71]([CH2:77][C:78]3[CH:83]=[CH:82][CH:81]=[CH:80][CH:79]=3)[C@@H:72]([OH:76])[C:73]([OH:75])=[O:74])=[O:39])=[N:22]2)=[CH:16][CH:15]=1)(=[O:6])=[O:7])(=[O:3])[CH3:2]. (3) Given the reactants CC(C[AlH]CC(C)C)C.[Cl:10][C:11]1[CH:12]=[CH:13][C:14]([O:37][CH2:38][C:39]2[CH:44]=[CH:43][C:42]([F:45])=[CH:41][C:40]=2[F:46])=[C:15]([CH:36]=1)[CH2:16][N:17]1[C:26]2[CH:25]=[CH:24][N:23]=[C:22]([C:27](N(C(C)C)C(C)C)=[O:28])[C:21]=2[CH2:20][CH2:19][CH2:18]1, predict the reaction product. The product is: [Cl:10][C:11]1[CH:12]=[CH:13][C:14]([O:37][CH2:38][C:39]2[CH:44]=[CH:43][C:42]([F:45])=[CH:41][C:40]=2[F:46])=[C:15]([CH:36]=1)[CH2:16][N:17]1[C:26]2[CH:25]=[CH:24][N:23]=[C:22]([CH:27]=[O:28])[C:21]=2[CH2:20][CH2:19][CH2:18]1. (4) Given the reactants C([O:3][CH:4](OCC)[C:5]1[CH:10]=[CH:9][C:8](/[CH:11]=[C:12](/[C:15]2[CH:20]=[CH:19][C:18]([O:21][CH3:22])=[C:17]([O:23][CH3:24])[CH:16]=2)\[C:13]#[N:14])=[CH:7][CH:6]=1)C.O.S(=O)(=O)(O)O, predict the reaction product. The product is: [CH3:24][O:23][C:17]1[CH:16]=[C:15](/[C:12](=[CH:11]/[C:8]2[CH:7]=[CH:6][C:5]([CH:4]=[O:3])=[CH:10][CH:9]=2)/[C:13]#[N:14])[CH:20]=[CH:19][C:18]=1[O:21][CH3:22].